From a dataset of Forward reaction prediction with 1.9M reactions from USPTO patents (1976-2016). Predict the product of the given reaction. (1) Given the reactants [H-].[Na+].[N+:3]([C:6]1[CH:7]=[CH:8][C:9]([C:13]#[C:14][CH3:15])=[C:10]([NH2:12])[CH:11]=1)([O-:5])=[O:4].ClC(OCC)=O.[O-]CC.[Na+].C(O)C, predict the reaction product. The product is: [CH3:15][C:14]1[NH:12][C:10]2[C:9]([CH:13]=1)=[CH:8][CH:7]=[C:6]([N+:3]([O-:5])=[O:4])[CH:11]=2. (2) Given the reactants [F:1][C@H:2]1[C@H:7]([O:8][Si:9]([CH:16]([CH3:18])[CH3:17])([CH:13]([CH3:15])[CH3:14])[CH:10]([CH3:12])[CH3:11])[C@@H:6]([CH2:19][O:20][Si:21]([CH:28]([CH3:30])[CH3:29])([CH:25]([CH3:27])[CH3:26])[CH:22]([CH3:24])[CH3:23])[O:5][CH:3]1[OH:4].C(N(CC)CC)C.CS([Cl:42])(=O)=O, predict the reaction product. The product is: [Cl:42][C:3]1([O:5][C@H:6]([CH2:19][O:20][Si:21]([CH:22]([CH3:24])[CH3:23])([CH:25]([CH3:27])[CH3:26])[CH:28]([CH3:30])[CH3:29])[C@@H:7]([O:8][Si:9]([CH:10]([CH3:12])[CH3:11])([CH:16]([CH3:17])[CH3:18])[CH:13]([CH3:14])[CH3:15])[C@@H:2]1[F:1])[OH:4]. (3) The product is: [Br:1][C:2]1[C:10]2[CH:9]=[N:8][CH:7]=[N:6][C:5]=2[N:4]([S:14]([CH3:13])(=[O:16])=[O:15])[CH:3]=1. Given the reactants [Br:1][C:2]1[C:10]2[CH:9]=[N:8][CH:7]=[N:6][C:5]=2[NH:4][CH:3]=1.[H-].[Na+].[CH3:13][S:14](Cl)(=[O:16])=[O:15], predict the reaction product. (4) The product is: [CH3:1][N:2]1[CH2:6][CH2:5][CH2:4][C@H:3]1[CH2:7][O:8][C:11](=[O:10])[C:12]([OH:25])([C:19]1[CH:20]=[CH:21][CH:22]=[CH:23][CH:24]=1)[C:13]1[CH:18]=[CH:17][CH:16]=[CH:15][CH:14]=1. Given the reactants [CH3:1][N:2]1[CH2:6][CH2:5][CH2:4][C@H:3]1[CH2:7][OH:8].C[O:10][C:11](=O)[C:12]([OH:25])([C:19]1[CH:24]=[CH:23][CH:22]=[CH:21][CH:20]=1)[C:13]1[CH:18]=[CH:17][CH:16]=[CH:15][CH:14]=1.[Na], predict the reaction product.